This data is from Reaction yield outcomes from USPTO patents with 853,638 reactions. The task is: Predict the reaction yield, written as a fraction of the theoretical maximum amount of product (1.0 means a 100% yield; for example, 0.34 means a 34% yield). (1) The reactants are [C:1]1([C:7]2[CH:8]=[CH:9][N:10]3[C:15]=2[C:14]([NH:16][CH2:17][C:18]2[CH:23]=[CH:22][CH:21]=[CH:20][N:19]=2)=[N:13][C:12]([C:24]2[CH:25]=[C:26](/[CH:30]=[CH:31]/[S:32]([NH:35]C(=O)OC(C)(C)C)(=[O:34])=[O:33])[CH:27]=[N:28][CH:29]=2)=[N:11]3)[CH:6]=[CH:5][CH:4]=[CH:3][CH:2]=1. The catalyst is CCOC(C)=O.[Pd]. The product is [C:1]1([C:7]2[CH:8]=[CH:9][N:10]3[C:15]=2[C:14]([NH:16][CH2:17][C:18]2[CH:23]=[CH:22][CH:21]=[CH:20][N:19]=2)=[N:13][C:12]([C:24]2[CH:25]=[C:26]([CH2:30][CH2:31][S:32]([NH2:35])(=[O:33])=[O:34])[CH:27]=[N:28][CH:29]=2)=[N:11]3)[CH:2]=[CH:3][CH:4]=[CH:5][CH:6]=1. The yield is 0.180. (2) The reactants are [H-].[Na+].[CH3:3][CH2:4][C:5](=[O:8])[CH2:6][CH3:7].[CH:9]([O:11][CH3:12])=O.COS(OC)(=O)=O.[NH4+].[OH-]. The catalyst is C1(C)C=CC=CC=1.CO.CCOCC. The product is [CH3:12][O:11][CH:9]=[C:4]([CH3:3])[C:5](=[O:8])[CH2:6][CH3:7]. The yield is 0.740.